From a dataset of Peptide-MHC class II binding affinity with 134,281 pairs from IEDB. Regression. Given a peptide amino acid sequence and an MHC pseudo amino acid sequence, predict their binding affinity value. This is MHC class II binding data. The peptide sequence is FFVFLALAGRSCTEE. The MHC is DRB4_0101 with pseudo-sequence DRB4_0103. The binding affinity (normalized) is 0.0785.